Task: Predict the product of the given reaction.. Dataset: Forward reaction prediction with 1.9M reactions from USPTO patents (1976-2016) (1) Given the reactants [F:1][C:2]1[CH:7]=[C:6]([NH2:8])[CH:5]=[CH:4][C:3]=1[NH:9][CH2:10][CH2:11][N:12]1[CH2:17][CH2:16][O:15][CH2:14][CH2:13]1.C[Al](C)C.[NH:22](/[C:26](/[CH3:32])=[CH:27]\[C:28](OC)=[O:29])[C:23]([CH3:25])=O, predict the reaction product. The product is: [F:1][C:2]1[CH:7]=[C:6]([N:8]2[C:28](=[O:29])[CH:27]=[C:26]([CH3:32])[N:22]=[C:23]2[CH3:25])[CH:5]=[CH:4][C:3]=1[NH:9][CH2:10][CH2:11][N:12]1[CH2:17][CH2:16][O:15][CH2:14][CH2:13]1. (2) Given the reactants [C:1]([C:3]1[CH:8]=[CH:7][C:6]([NH:9][CH:10]2[CH2:15][CH2:14][CH:13]([O:16][CH2:17][C:18]([OH:20])=O)[CH2:12][CH2:11]2)=[CH:5][C:4]=1[C:21]([F:24])([F:23])[F:22])#[N:2].CCN=C=NCCCN(C)C.Cl.C1C=CC2N(O)N=NC=2C=1.C(N(CC)CC)C.[F:54][C:55]([F:73])([F:72])[C:56]1[CH:57]=[CH:58][C:59]2[O:63][CH:62]([CH2:64][N:65]3[CH2:70][CH2:69][NH:68][CH2:67][CH2:66]3)[CH2:61][C:60]=2[CH:71]=1, predict the reaction product. The product is: [O:20]=[C:18]([N:68]1[CH2:69][CH2:70][N:65]([CH2:64][CH:62]2[CH2:61][C:60]3[CH:71]=[C:56]([C:55]([F:73])([F:54])[F:72])[CH:57]=[CH:58][C:59]=3[O:63]2)[CH2:66][CH2:67]1)[CH2:17][O:16][CH:13]1[CH2:12][CH2:11][CH:10]([NH:9][C:6]2[CH:7]=[CH:8][C:3]([C:1]#[N:2])=[C:4]([C:21]([F:23])([F:22])[F:24])[CH:5]=2)[CH2:15][CH2:14]1.